From a dataset of Reaction yield outcomes from USPTO patents with 853,638 reactions. Predict the reaction yield, written as a fraction of the theoretical maximum amount of product (1.0 means a 100% yield; for example, 0.34 means a 34% yield). (1) The reactants are [NH:1]1[C:5]2[CH:6]=[CH:7][C:8]([C:10]([OH:12])=O)=[CH:9][C:4]=2[N:3]=[CH:2]1.[CH2:13]1[C@H:22]2[C@H:17]([CH2:18][CH2:19][C:20]3[CH:26]=[CH:25][C:24]([C:27]#[N:28])=[CH:23][C:21]=32)[NH:16][CH2:15][CH2:14]1. No catalyst specified. The product is [NH:1]1[C:5]2[CH:6]=[CH:7][C:8]([C:10]([N:16]3[C@@H:17]4[C@@H:22]([C:21]5[CH:23]=[C:24]([C:27]#[N:28])[CH:25]=[CH:26][C:20]=5[CH2:19][CH2:18]4)[CH2:13][CH2:14][CH2:15]3)=[O:12])=[CH:9][C:4]=2[N:3]=[CH:2]1. The yield is 0.640. (2) The reactants are [C:1]([N:8]1[CH2:13][CH2:12][CH:11]([CH:14]=O)[CH2:10][CH2:9]1)([O:3][C:4]([CH3:7])([CH3:6])[CH3:5])=[O:2].[NH:16]1[CH2:21][CH2:20][NH:19][CH2:18][CH2:17]1.C(O[BH-](OC(=O)C)OC(=O)C)(=O)C.[Na+]. The catalyst is C1COCC1.C(#N)C. The product is [C:1]([N:8]1[CH2:13][CH2:12][CH:11]([CH2:14][N:16]2[CH2:21][CH2:20][NH:19][CH2:18][CH2:17]2)[CH2:10][CH2:9]1)([O:3][C:4]([CH3:7])([CH3:6])[CH3:5])=[O:2]. The yield is 0.480.